Task: Predict the product of the given reaction.. Dataset: Forward reaction prediction with 1.9M reactions from USPTO patents (1976-2016) (1) Given the reactants [CH2:1]([O:8][C:9]1[CH:14]=[CH:13][C:12]([C:15]2[CH:20]=[CH:19][N:18]=[C:17](SC)[N:16]=2)=[CH:11][CH:10]=1)[C:2]1[CH:7]=[CH:6][CH:5]=[CH:4][CH:3]=1.Cl[C:24]1C=CC=C(C(OO)=O)C=1.[S:34]([O-:38])([O-])(=[O:36])=S.[Na+].[Na+], predict the reaction product. The product is: [CH2:1]([O:8][C:9]1[CH:14]=[CH:13][C:12]([C:15]2[CH:20]=[CH:19][N:18]=[C:17]([S:34]([CH3:24])(=[O:38])=[O:36])[N:16]=2)=[CH:11][CH:10]=1)[C:2]1[CH:3]=[CH:4][CH:5]=[CH:6][CH:7]=1. (2) Given the reactants [CH3:1][C:2]([CH2:4][C@H:5]([C:12]1[C:21](=[O:22])[O:20][C:19]2[CH:18]=[CH:17][CH:16]=[CH:15][C:14]=2[C:13]=1[OH:23])[C:6]1[CH:7]=[CH:8][CH:9]=[CH:10][CH:11]=1)=[O:3], predict the reaction product. The product is: [CH3:1][C:2]([CH2:4][CH:5]([C:12]1[C:21](=[O:22])[O:20][C:19]2[CH:18]=[CH:17][CH:16]=[CH:15][C:14]=2[C:13]=1[OH:23])[C:6]1[CH:11]=[CH:10][CH:9]=[CH:8][CH:7]=1)=[O:3].